From a dataset of Full USPTO retrosynthesis dataset with 1.9M reactions from patents (1976-2016). Predict the reactants needed to synthesize the given product. (1) Given the product [CH2:20]1[C:28]2[C:23](=[CH:24][C:25]([O:29][C:2]3[C:9]([C:10]#[N:11])=[C:8]([OH:12])[C:7]([OH:16])=[CH:6][C:3]=3[C:4]#[N:5])=[CH:26][CH:27]=2)[CH2:22][CH2:21]1, predict the reactants needed to synthesize it. The reactants are: Br[C:2]1[C:9]([C:10]#[N:11])=[C:8]([O:12]C(C)C)[C:7]([O:16]C(C)C)=[CH:6][C:3]=1[C:4]#[N:5].[CH2:20]1[C:28]2[C:23](=[CH:24][C:25]([OH:29])=[CH:26][CH:27]=2)[CH2:22][CH2:21]1. (2) Given the product [Br:1][C:2]1[CH:9]=[C:8]([F:10])[C:7]([Br:11])=[CH:6][C:3]=1[CH2:4][NH2:16], predict the reactants needed to synthesize it. The reactants are: [Br:1][C:2]1[CH:9]=[C:8]([F:10])[C:7]([Br:11])=[CH:6][C:3]=1[CH2:4]Br.CO.CC[N:16](CC)CC. (3) Given the product [Br:22][CH2:23][CH2:24][O:13][C:9]1[CH:8]=[CH:7][CH:6]=[C:5]2[C:10]=1[CH:11]=[CH:12][C:3]([C:2]([F:1])([F:14])[F:15])=[N:4]2, predict the reactants needed to synthesize it. The reactants are: [F:1][C:2]([F:15])([F:14])[C:3]1[CH:12]=[CH:11][C:10]2[C:9]([OH:13])=[CH:8][CH:7]=[CH:6][C:5]=2[N:4]=1.C(=O)([O-])[O-].[K+].[K+].[Br:22][CH2:23][CH2:24]Br.